From a dataset of Full USPTO retrosynthesis dataset with 1.9M reactions from patents (1976-2016). Predict the reactants needed to synthesize the given product. (1) Given the product [CH2:33]([O:32][C:30](=[O:31])[NH:19][CH2:18][CH:15]1[CH2:14][C:13]2[CH:12]=[CH:11][CH:10]=[C:9]([C:3]3[CH:4]=[CH:5][C:6]([Cl:8])=[CH:7][C:2]=3[Cl:1])[C:17]=2[O:16]1)[C:34]1[CH:39]=[CH:38][CH:37]=[CH:36][CH:35]=1, predict the reactants needed to synthesize it. The reactants are: [Cl:1][C:2]1[CH:7]=[C:6]([Cl:8])[CH:5]=[CH:4][C:3]=1[C:9]1[C:17]2[O:16][CH:15]([CH2:18][NH2:19])[CH2:14][C:13]=2[CH:12]=[CH:11][CH:10]=1.C(N(C(C)C)CC)(C)C.Cl[C:30]([O:32][CH2:33][C:34]1[CH:39]=[CH:38][CH:37]=[CH:36][CH:35]=1)=[O:31].C(OC(=O)NCC1CC2C=CC=C(C3CCCC3)C=2O1)C1C=CC=CC=1. (2) The reactants are: [F:1][C:2]([F:13])([F:12])[C:3]1[CH:4]=[CH:5][C:6]([C:9]([OH:11])=O)=[N:7][CH:8]=1.C(Cl)(=O)C(Cl)=O.[NH2:20][C:21]1[N:25]([CH3:26])[N:24]=[CH:23][C:22]=1[C:27]([O:29][CH2:30][CH3:31])=[O:28].N1C=CC=CC=1. Given the product [CH3:26][N:25]1[C:21]([NH:20][C:9](=[O:11])[C:6]2[CH:5]=[CH:4][C:3]([C:2]([F:1])([F:13])[F:12])=[CH:8][N:7]=2)=[C:22]([C:27]([O:29][CH2:30][CH3:31])=[O:28])[CH:23]=[N:24]1, predict the reactants needed to synthesize it. (3) Given the product [CH3:1][O:2][C:3]1[CH:4]=[C:5]([CH:26]=[CH:27][C:28]=1[O:29][CH3:30])[CH2:6][N:7]1[C:16](=[O:17])[C:15]2[C:10](=[CH:11][CH:12]=[C:13]([O:18][CH2:39][CH2:38][F:37])[CH:14]=2)[N:9]([CH:19]2[CH2:24][CH2:23][O:22][CH2:21][CH2:20]2)[C:8]1=[O:25], predict the reactants needed to synthesize it. The reactants are: [CH3:1][O:2][C:3]1[CH:4]=[C:5]([CH:26]=[CH:27][C:28]=1[O:29][CH3:30])[CH2:6][N:7]1[C:16](=[O:17])[C:15]2[C:10](=[CH:11][CH:12]=[C:13]([OH:18])[CH:14]=2)[N:9]([CH:19]2[CH2:24][CH2:23][O:22][CH2:21][CH2:20]2)[C:8]1=[O:25].C([O-])([O-])=O.[Cs+].[Cs+].[F:37][CH:38](O)[CH3:39].